This data is from Full USPTO retrosynthesis dataset with 1.9M reactions from patents (1976-2016). The task is: Predict the reactants needed to synthesize the given product. (1) Given the product [Br:1][C:2]1[C:3]([CH3:14])=[N:4][N:5]([CH2:21][CH:18]2[CH2:19][CH2:20][C:16]([F:23])([F:15])[CH2:17]2)[C:6]=1[C:7]1[CH:12]=[CH:11][C:10]([F:13])=[CH:9][CH:8]=1, predict the reactants needed to synthesize it. The reactants are: [Br:1][C:2]1[C:3]([CH3:14])=[N:4][NH:5][C:6]=1[C:7]1[CH:12]=[CH:11][C:10]([F:13])=[CH:9][CH:8]=1.[F:15][C:16]1([F:23])[CH2:20][CH2:19][CH:18]([CH2:21]O)[CH2:17]1.C1(P(C2C=CC=CC=2)C2C=CC=CC=2)C=CC=CC=1.N(C(OC(C)C)=O)=NC(OC(C)C)=O. (2) The reactants are: [CH3:1][Mg]Br.[CH:4]([C:6]1[C:14]2[C:9](=[CH:10][C:11]([C:15]([O:17][CH3:18])=[O:16])=[CH:12][CH:13]=2)[NH:8][N:7]=1)=[O:5]. Given the product [OH:5][CH:4]([C:6]1[C:14]2[C:9](=[CH:10][C:11]([C:15]([O:17][CH3:18])=[O:16])=[CH:12][CH:13]=2)[NH:8][N:7]=1)[CH3:1], predict the reactants needed to synthesize it. (3) Given the product [Cl:1][C:2]1[CH:7]=[C:6]([Cl:8])[CH:5]=[CH:4][C:3]=1[C:9]1[CH:10]=[C:11]2[C:16]3=[C:17]([C@@H:19]4[CH2:24][N:23]([CH2:30][CH2:29][CH2:28][CH:27]=[CH2:26])[CH2:22][CH2:21][C@@H:20]4[N:15]3[CH2:14][CH2:13][CH2:12]2)[CH:18]=1, predict the reactants needed to synthesize it. The reactants are: [Cl:1][C:2]1[CH:7]=[C:6]([Cl:8])[CH:5]=[CH:4][C:3]=1[C:9]1[CH:10]=[C:11]2[C:16]3=[C:17]([C@@H:19]4[CH2:24][NH:23][CH2:22][CH2:21][C@@H:20]4[N:15]3[CH2:14][CH2:13][CH2:12]2)[CH:18]=1.Br[CH2:26][CH2:27][CH2:28][CH:29]=[CH2:30].N. (4) Given the product [CH2:24]([N:8]1[C:9]2[CH:10]=[C:11]([CH3:16])[C:12]([CH3:15])=[C:13]3[C:2]([CH3:19])([CH3:1])[CH2:3][CH2:4][N:5]([C:14]=23)[C:6](=[O:18])[C:7]1=[O:17])[CH:23]=[CH2:22], predict the reactants needed to synthesize it. The reactants are: [CH3:1][C:2]1([CH3:19])[C:13]2[C:14]3[N:5]([C:6](=[O:18])[C:7](=[O:17])[NH:8][C:9]=3[CH:10]=[C:11]([CH3:16])[C:12]=2[CH3:15])[CH2:4][CH2:3]1.[H-].[Na+].[CH2:22](Br)[CH:23]=[CH2:24]. (5) Given the product [OH:5][C:6]1[CH:15]=[C:14]2[C:9]([C:10](=[O:22])[CH:11]=[C:12]([N:16]3[CH2:17][CH2:18][O:19][CH2:20][CH2:21]3)[O:13]2)=[CH:8][CH:7]=1, predict the reactants needed to synthesize it. The reactants are: ClC1C=CC=C(Cl)C=1C[O:5][C:6]1[CH:15]=[C:14]2[C:9]([C:10](=[O:22])[CH:11]=[C:12]([N:16]3[CH2:21][CH2:20][O:19][CH2:18][CH2:17]3)[O:13]2)=[CH:8][CH:7]=1. (6) Given the product [CH2:1]([O:8][N:9]1[C:18]([C:19]([Cl:33])=[O:20])=[C:17]([C:22]2[CH:27]=[CH:26][CH:25]=[CH:24][CH:23]=2)[C:16]2[C:11](=[CH:12][CH:13]=[C:14]([Cl:28])[CH:15]=2)[C:10]1=[O:29])[C:2]1[CH:7]=[CH:6][CH:5]=[CH:4][CH:3]=1, predict the reactants needed to synthesize it. The reactants are: [CH2:1]([O:8][N:9]1[C:18]([C:19](O)=[O:20])=[C:17]([C:22]2[CH:27]=[CH:26][CH:25]=[CH:24][CH:23]=2)[C:16]2[C:11](=[CH:12][CH:13]=[C:14]([Cl:28])[CH:15]=2)[C:10]1=[O:29])[C:2]1[CH:7]=[CH:6][CH:5]=[CH:4][CH:3]=1.C(Cl)(=O)C([Cl:33])=O. (7) Given the product [CH3:1][N:2]1[CH2:6][CH2:7][C:9]([C:10]2[CH:15]=[CH:14][CH:13]=[CH:12][CH:11]=2)([C:16]#[N:17])[CH2:4][CH2:3]1, predict the reactants needed to synthesize it. The reactants are: [CH3:1][N:2]([CH2:6][CH2:7]Cl)[CH2:3][CH2:4]Cl.[CH2:9]([C:16]#[N:17])[C:10]1[CH:15]=[CH:14][CH:13]=[CH:12][CH:11]=1.[NH2-].[Na+]. (8) Given the product [CH2:1]([N:8]([CH2:28][C:29]1[CH:30]=[CH:31][CH:32]=[CH:33][CH:34]=1)[C@H:9]1[CH2:18][C:17]2[C:12](=[CH:13][CH:14]=[CH:15][C:16]=2[C:36]2[CH:41]=[CH:40][N:39]=[N:38][CH:37]=2)[O:11][CH2:10]1)[C:2]1[CH:3]=[CH:4][CH:5]=[CH:6][CH:7]=1, predict the reactants needed to synthesize it. The reactants are: [CH2:1]([N:8]([CH2:28][C:29]1[CH:34]=[CH:33][CH:32]=[CH:31][CH:30]=1)[C@H:9]1[CH2:18][C:17]2[C:12](=[CH:13][CH:14]=[CH:15][C:16]=2B2OC(C)(C)C(C)(C)O2)[O:11][CH2:10]1)[C:2]1[CH:7]=[CH:6][CH:5]=[CH:4][CH:3]=1.Br[C:36]1[CH:41]=[CH:40][N:39]=[N:38][CH:37]=1.